Dataset: NCI-60 drug combinations with 297,098 pairs across 59 cell lines. Task: Regression. Given two drug SMILES strings and cell line genomic features, predict the synergy score measuring deviation from expected non-interaction effect. (1) Drug 1: CCCS(=O)(=O)NC1=C(C(=C(C=C1)F)C(=O)C2=CNC3=C2C=C(C=N3)C4=CC=C(C=C4)Cl)F. Drug 2: C1C(C(OC1N2C=C(C(=O)NC2=O)F)CO)O. Cell line: MCF7. Synergy scores: CSS=36.3, Synergy_ZIP=4.60, Synergy_Bliss=8.31, Synergy_Loewe=-6.87, Synergy_HSA=7.34. (2) Drug 1: C1=CC(=CC=C1CC(C(=O)O)N)N(CCCl)CCCl.Cl. Drug 2: CNC(=O)C1=NC=CC(=C1)OC2=CC=C(C=C2)NC(=O)NC3=CC(=C(C=C3)Cl)C(F)(F)F. Cell line: IGROV1. Synergy scores: CSS=24.5, Synergy_ZIP=-12.0, Synergy_Bliss=-3.74, Synergy_Loewe=-6.50, Synergy_HSA=-2.11. (3) Drug 1: CN1C(=O)N2C=NC(=C2N=N1)C(=O)N. Drug 2: CC1=C2C(C(=O)C3(C(CC4C(C3C(C(C2(C)C)(CC1OC(=O)C(C(C5=CC=CC=C5)NC(=O)C6=CC=CC=C6)O)O)OC(=O)C7=CC=CC=C7)(CO4)OC(=O)C)O)C)OC(=O)C. Synergy scores: CSS=-0.136, Synergy_ZIP=-3.96, Synergy_Bliss=-3.86, Synergy_Loewe=-28.2, Synergy_HSA=-9.28. Cell line: CAKI-1. (4) Drug 1: COC1=CC(=CC(=C1O)OC)C2C3C(COC3=O)C(C4=CC5=C(C=C24)OCO5)OC6C(C(C7C(O6)COC(O7)C8=CC=CS8)O)O. Drug 2: C1C(C(OC1N2C=NC(=NC2=O)N)CO)O. Cell line: UO-31. Synergy scores: CSS=12.7, Synergy_ZIP=-6.85, Synergy_Bliss=-2.77, Synergy_Loewe=-3.25, Synergy_HSA=0.409.